From a dataset of Forward reaction prediction with 1.9M reactions from USPTO patents (1976-2016). Predict the product of the given reaction. Given the reactants [Cl:1][C:2]1[CH:7]=[CH:6][C:5]([C:8]([C:16]2[CH:17]=[C:18]3[C:23](=[CH:24][CH:25]=2)[N:22]=[C:21](Cl)[C:20]([C:27]2[CH:32]=[CH:31][CH:30]=[CH:29][CH:28]=2)=[C:19]3[Cl:33])([C:10]2[N:14]([CH3:15])[CH:13]=[N:12][CH:11]=2)[OH:9])=[CH:4][CH:3]=1.[CH3:34][O:35][CH2:36][CH2:37][OH:38].C1(C)C=CC=CC=1.[H-].[Na+], predict the reaction product. The product is: [Cl:33][C:19]1[C:18]2[C:23](=[CH:24][CH:25]=[C:16]([C:8]([C:5]3[CH:4]=[CH:3][C:2]([Cl:1])=[CH:7][CH:6]=3)([C:10]3[N:14]([CH3:15])[CH:13]=[N:12][CH:11]=3)[OH:9])[CH:17]=2)[N:22]=[C:21]([O:38][CH2:37][CH2:36][O:35][CH3:34])[C:20]=1[C:27]1[CH:28]=[CH:29][CH:30]=[CH:31][CH:32]=1.